From a dataset of Catalyst prediction with 721,799 reactions and 888 catalyst types from USPTO. Predict which catalyst facilitates the given reaction. (1) Reactant: [CH2:1]([NH:3][C:4]1[CH:9]=[CH:8][CH:7]=[CH:6][CH:5]=1)[CH3:2].C(Cl)Cl.ClP(Cl)(C1C=CC=CC=1)(C1C=CC=CC=1)C1C=CC=CC=1.[Cl:34][C:35]1[CH:44]=[CH:43][CH:42]=[C:41]2[C:36]=1[C:37]([OH:50])=[C:38]([C:47](O)=[O:48])[C:39](=[O:46])[N:40]2[CH3:45]. Product: [CH3:2][CH2:1][N:3]([C:47]([C:38]1[C:39](=[O:46])[N:40]([CH3:45])[C:41]2[CH:42]=[CH:43][CH:44]=[C:35]([Cl:34])[C:36]=2[C:37]=1[OH:50])=[O:48])[C:4]1[CH:9]=[CH:8][CH:7]=[CH:6][CH:5]=1. The catalyst class is: 6. (2) Reactant: [OH:1][CH:2]1[CH2:11][CH2:10][C:9]2[N:8]=[CH:7][C:6]([N+:12]([O-])=O)=[CH:5][C:4]=2[CH2:3]1. Product: [NH2:12][C:6]1[CH:7]=[N:8][C:9]2[CH2:10][CH2:11][CH:2]([OH:1])[CH2:3][C:4]=2[CH:5]=1. The catalyst class is: 19. (3) Reactant: [CH3:1][O:2][C:3]1[CH:8]=[C:7]([CH3:9])[C:6](/[N:10]=[C:11](/[NH:17]/[N:18]=[CH:19]/[C:20]2[CH:25]=[CH:24][C:23]([C:26]3[N:30]=[CH:29][N:28]([C:31]4[CH:36]=[CH:35][C:34]([O:37][C:38]([F:41])([F:40])[F:39])=[CH:33][CH:32]=4)[N:27]=3)=[CH:22][CH:21]=2)\[S:12][CH2:13][C:14]([OH:16])=[O:15])=[C:5]([CH3:42])[CH:4]=1.C[O-].[Na+:45]. Product: [Na+:45].[CH3:1][O:2][C:3]1[CH:8]=[C:7]([CH3:9])[C:6](/[N:10]=[C:11](/[NH:17]/[N:18]=[CH:19]/[C:20]2[CH:25]=[CH:24][C:23]([C:26]3[N:30]=[CH:29][N:28]([C:31]4[CH:32]=[CH:33][C:34]([O:37][C:38]([F:40])([F:41])[F:39])=[CH:35][CH:36]=4)[N:27]=3)=[CH:22][CH:21]=2)\[S:12][CH2:13][C:14]([O-:16])=[O:15])=[C:5]([CH3:42])[CH:4]=1. The catalyst class is: 1. (4) Reactant: Cl.[C:2]([C:4]1[CH:5]=[C:6]([N:10]2[CH2:15][C@@H:14]3[CH2:16][C@H:11]2[CH2:12][N:13]3[C:17]2[CH:29]=[CH:28][C:20]([C:21]([O:23]C(C)(C)C)=[O:22])=[CH:19][CH:18]=2)[CH:7]=[CH:8][CH:9]=1)#[N:3]. Product: [C:2]([C:4]1[CH:5]=[C:6]([N:10]2[CH2:15][C@@H:14]3[CH2:16][C@H:11]2[CH2:12][N:13]3[C:17]2[CH:29]=[CH:28][C:20]([C:21]([OH:23])=[O:22])=[CH:19][CH:18]=2)[CH:7]=[CH:8][CH:9]=1)#[N:3]. The catalyst class is: 463. (5) Reactant: [F:1][C:2]1[CH:3]=[C:4]([CH:29]=[CH:30][C:31]=1[NH:32][C:33]([NH:35][C:36]1[CH:41]=[C:40]([CH3:42])[CH:39]=[CH:38][C:37]=1[F:43])=[O:34])[O:5][C:6]1[CH:11]=[CH:10][N:9]=[C:8]2[CH:12]=[C:13]([C:15]([NH:17][CH2:18][CH2:19][CH2:20][NH:21]C(=O)OC(C)(C)C)=[O:16])[S:14][C:7]=12.FC(F)(F)C(O)=O. Product: [NH2:21][CH2:20][CH2:19][CH2:18][NH:17][C:15]([C:13]1[S:14][C:7]2[C:8](=[N:9][CH:10]=[CH:11][C:6]=2[O:5][C:4]2[CH:29]=[CH:30][C:31]([NH:32][C:33]([NH:35][C:36]3[CH:41]=[C:40]([CH3:42])[CH:39]=[CH:38][C:37]=3[F:43])=[O:34])=[C:2]([F:1])[CH:3]=2)[CH:12]=1)=[O:16]. The catalyst class is: 2. (6) Reactant: [Cl:1][C:2]1[CH:3]=[C:4]([C:8]2[N:12]=[C:11]([CH2:13][CH2:14][C:15]([NH:17][NH2:18])=[O:16])[O:10][N:9]=2)[CH:5]=[CH:6][CH:7]=1.[CH2:19]([O:21][C:22]([C:24]1[S:25][CH:26]=[CH:27][CH:28]=1)=N)[CH3:20]. Product: [CH2:19]([O:21][C:22](=[N:18][NH:17][C:15](=[O:16])[CH2:14][CH2:13][C:11]1[O:10][N:9]=[C:8]([C:4]2[CH:5]=[CH:6][CH:7]=[C:2]([Cl:1])[CH:3]=2)[N:12]=1)[C:24]1[S:25][CH:26]=[CH:27][CH:28]=1)[CH3:20]. The catalyst class is: 8. (7) Reactant: [Cl-].O[NH3+:3].[C:4](=[O:7])([O-])[OH:5].[Na+].CS(C)=O.[CH2:13]([C:15]1[N:16]([C:40]2[CH:45]=[CH:44][C:43]([O:46][CH:47]([CH3:49])[CH3:48])=[C:42]([F:50])[CH:41]=2)[C:17](=[O:39])[C:18]([CH2:24][C:25]2[CH:30]=[CH:29][C:28]([C:31]3[C:32]([C:37]#[N:38])=[CH:33][CH:34]=[CH:35][CH:36]=3)=[CH:27][CH:26]=2)=[C:19]([CH2:21][CH2:22][CH3:23])[N:20]=1)[CH3:14]. Product: [CH2:13]([C:15]1[N:16]([C:40]2[CH:45]=[CH:44][C:43]([O:46][CH:47]([CH3:48])[CH3:49])=[C:42]([F:50])[CH:41]=2)[C:17](=[O:39])[C:18]([CH2:24][C:25]2[CH:26]=[CH:27][C:28]([C:31]3[CH:36]=[CH:35][CH:34]=[CH:33][C:32]=3[C:37]3[NH:3][C:4](=[O:7])[O:5][N:38]=3)=[CH:29][CH:30]=2)=[C:19]([CH2:21][CH2:22][CH3:23])[N:20]=1)[CH3:14]. The catalyst class is: 6.